From a dataset of Reaction yield outcomes from USPTO patents with 853,638 reactions. Predict the reaction yield, written as a fraction of the theoretical maximum amount of product (1.0 means a 100% yield; for example, 0.34 means a 34% yield). (1) The catalyst is C(O)C. The yield is 0.0980. The product is [CH3:1][O:2][C:3]1[CH:4]=[C:5]([C:11]2[CH:26]([C:25]3[CH:28]=[C:29]([N+:32]([O-:34])=[O:33])[C:30]([OH:31])=[C:23]([O:22][CH2:20][CH3:21])[CH:24]=3)[NH:35][C:36](=[O:37])[NH:38][C:12]=2[C:14]2[CH:19]=[CH:18][CH:17]=[CH:16][CH:15]=2)[CH:6]=[CH:7][C:8]=1[O:9][CH3:10]. The reactants are [CH3:1][O:2][C:3]1[CH:4]=[C:5]([CH2:11][C:12]([C:14]2[CH:19]=[CH:18][CH:17]=[CH:16][CH:15]=2)=O)[CH:6]=[CH:7][C:8]=1[O:9][CH3:10].[CH2:20]([O:22][C:23]1[CH:24]=[C:25]([CH:28]=[C:29]([N+:32]([O-:34])=[O:33])[C:30]=1[OH:31])[CH:26]=O)[CH3:21].[NH2:35][C:36]([NH2:38])=[O:37].Cl. (2) The reactants are [F:1][C:2]([F:25])([F:24])[C:3]1[CH:4]=[CH:5][C:6]2[C:10]([N:11]3[CH2:16][CH2:15][N:14]([CH2:17][C@@H:18]4[CH2:20][C@H:19]4[CH2:21][OH:22])[CH2:13][CH2:12]3)=[CH:9][S:8][C:7]=2[CH:23]=1.CCN(CC)CC.[CH3:33][S:34](Cl)(=[O:36])=[O:35].C([O-])([O-])=O.[K+].[K+]. The catalyst is C(Cl)Cl.O. The product is [F:25][C:2]([F:24])([F:1])[C:3]1[CH:4]=[CH:5][C:6]2[C:10]([N:11]3[CH2:16][CH2:15][N:14]([CH2:17][C@@H:18]4[CH2:20][C@H:19]4[CH2:21][O:22][S:34]([CH3:33])(=[O:36])=[O:35])[CH2:13][CH2:12]3)=[CH:9][S:8][C:7]=2[CH:23]=1. The yield is 0.960. (3) The reactants are [CH2:1]([N:3](CC)CC)[CH3:2].C1C[N:11]([P+](ON2N=NC3C=CC=CC2=3)(N2CCCC2)N2CCCC2)CC1.F[P-](F)(F)(F)(F)F.C(OC([C:48]1[CH2:49][C:50]([C:66]([OH:68])=O)=[CH:51][C:52]2[CH:58]=[CH:57][C:56]([C:59]([F:65])([F:64])[C:60]([F:63])([F:62])[F:61])=[CH:55][C:53]=2[N:54]=1)=O)(C)(C)C.Cl.C(N)C. The catalyst is CN(C=O)C. The product is [NH2:11][C:48]1[CH2:49][C:50]([C:66]([NH:3][CH2:1][CH3:2])=[O:68])=[CH:51][C:52]2[CH:58]=[CH:57][C:56]([C:59]([F:64])([F:65])[C:60]([F:61])([F:62])[F:63])=[CH:55][C:53]=2[N:54]=1. The yield is 0.0800. (4) The reactants are [CH3:1][C:2]([C:5]1[S:6][C:7]([C:29]2[CH:34]=[CH:33][N:32]=[C:31]([CH:35]=[CH2:36])[N:30]=2)=[C:8]([C:10]2[C:11]([F:28])=[C:12]([NH:16][S:17]([C:20]3[C:25]([F:26])=[CH:24][CH:23]=[CH:22][C:21]=3[F:27])(=[O:19])=[O:18])[CH:13]=[CH:14][CH:15]=2)[N:9]=1)([CH3:4])[CH3:3].[CH3:37][S:38]([OH:40])=[O:39].[Na].C(O)C. The catalyst is C(O)(=O)C.O. The product is [CH3:4][C:2]([C:5]1[S:6][C:7]([C:29]2[CH:34]=[CH:33][N:32]=[C:31]([CH2:35][CH2:36][S:38]([CH3:37])(=[O:40])=[O:39])[N:30]=2)=[C:8]([C:10]2[C:11]([F:28])=[C:12]([NH:16][S:17]([C:20]3[C:21]([F:27])=[CH:22][CH:23]=[CH:24][C:25]=3[F:26])(=[O:19])=[O:18])[CH:13]=[CH:14][CH:15]=2)[N:9]=1)([CH3:1])[CH3:3]. The yield is 0.810. (5) The reactants are CC(OC(/N=N/C(OC(C)C)=O)=O)C.[CH2:15]([O:22][C:23](=[O:36])[NH:24][CH2:25][CH2:26][CH2:27][CH2:28][C:29]1[CH:34]=[CH:33][C:32]([OH:35])=[CH:31][CH:30]=1)[C:16]1[CH:21]=[CH:20][CH:19]=[CH:18][CH:17]=1.[C:37]([O:41][C:42](=[O:47])[NH:43][CH2:44][CH2:45]O)([CH3:40])([CH3:39])[CH3:38]. The catalyst is C1COCC1. The product is [CH2:15]([O:22][C:23](=[O:36])[NH:24][CH2:25][CH2:26][CH2:27][CH2:28][C:29]1[CH:34]=[CH:33][C:32]([O:35][CH2:45][CH2:44][NH:43][C:42]([O:41][C:37]([CH3:40])([CH3:39])[CH3:38])=[O:47])=[CH:31][CH:30]=1)[C:16]1[CH:21]=[CH:20][CH:19]=[CH:18][CH:17]=1. The yield is 0.730.